From a dataset of Experimental lipophilicity measurements (octanol/water distribution) for 4,200 compounds from AstraZeneca. Regression/Classification. Given a drug SMILES string, predict its absorption, distribution, metabolism, or excretion properties. Task type varies by dataset: regression for continuous measurements (e.g., permeability, clearance, half-life) or binary classification for categorical outcomes (e.g., BBB penetration, CYP inhibition). For this dataset (lipophilicity_astrazeneca), we predict Y. (1) The drug is CCCc1cc(=O)[nH]c(=S)[nH]1. The Y is 0.700 logD. (2) The Y is 1.60 logD. The compound is CCN1CCC[C@@H](C(=O)N2CCN(C(=O)Nc3ccc(Cl)c(Cl)c3)CC2)C1. (3) The Y is 0.600 logD. The drug is O=C(N[C@@H](Cc1ccc(OCCNc2nc3ccccc3[nH]2)cc1)C(=O)O)c1c(Cl)cccc1Cl. (4) The compound is OCCN1CCN(CCCN2c3ccccc3Sc3ccc(C(F)(F)F)cc32)CC1. The Y is 3.80 logD.